Dataset: Reaction yield outcomes from USPTO patents with 853,638 reactions. Task: Predict the reaction yield, written as a fraction of the theoretical maximum amount of product (1.0 means a 100% yield; for example, 0.34 means a 34% yield). (1) The reactants are Br[C:2]1[CH:3]=[C:4]([C:7]([O:9][CH3:10])=[O:8])[S:5][CH:6]=1.C([O-])([O-])=O.[K+].[K+].[CH2:17]([N:19]1[C:23](B2OC(C)(C)C(C)(C)O2)=[CH:22][CH:21]=[N:20]1)[CH3:18]. The catalyst is O1CCOCC1.O.C1C=CC([P]([Pd]([P](C2C=CC=CC=2)(C2C=CC=CC=2)C2C=CC=CC=2)([P](C2C=CC=CC=2)(C2C=CC=CC=2)C2C=CC=CC=2)[P](C2C=CC=CC=2)(C2C=CC=CC=2)C2C=CC=CC=2)(C2C=CC=CC=2)C2C=CC=CC=2)=CC=1. The product is [CH2:17]([N:19]1[C:23]([C:2]2[CH:3]=[C:4]([C:7]([O:9][CH3:10])=[O:8])[S:5][CH:6]=2)=[CH:22][CH:21]=[N:20]1)[CH3:18]. The yield is 0.660. (2) The reactants are Br[C:2]1[CH:7]=[CH:6][C:5]([N:8]2[C:12]([CH2:13][C@@H:14]3[CH2:18][CH2:17][N:16]([C:19]([CH:21]4[CH2:23][CH2:22]4)=[O:20])[CH2:15]3)=[N:11][NH:10][C:9]2=[O:24])=[CH:4][CH:3]=1.[C:25]1(B(O)O)[C:34]2[C:29](=[CH:30][CH:31]=[CH:32][CH:33]=2)[CH:28]=[CH:27][CH:26]=1.C(=O)([O-])[O-].[K+].[K+]. The catalyst is O1CCOCC1.C1C=CC(P(C2C=CC=CC=2)[C-]2C=CC=C2)=CC=1.C1C=CC(P(C2C=CC=CC=2)[C-]2C=CC=C2)=CC=1.Cl[Pd]Cl.[Fe+2].ClCCl. The product is [CH:21]1([C:19]([N:16]2[CH2:17][CH2:18][C@@H:14]([CH2:13][C:12]3[N:8]([C:5]4[CH:6]=[CH:7][C:2]([C:33]5[C:34]6[C:29](=[CH:28][CH:27]=[CH:26][CH:25]=6)[CH:30]=[CH:31][CH:32]=5)=[CH:3][CH:4]=4)[C:9](=[O:24])[NH:10][N:11]=3)[CH2:15]2)=[O:20])[CH2:23][CH2:22]1. The yield is 0.560.